This data is from Reaction yield outcomes from USPTO patents with 853,638 reactions. The task is: Predict the reaction yield, written as a fraction of the theoretical maximum amount of product (1.0 means a 100% yield; for example, 0.34 means a 34% yield). (1) The reactants are CS([C:4]1[S:5][C:6]2[CH:12]=[C:11]([CH2:13][C:14]3[N:18]4[N:19]=[C:20]([C:23]#[N:24])[CH:21]=[CH:22][C:17]4=[N:16][CH:15]=3)[CH:10]=[CH:9][C:7]=2[N:8]=1)=O.[NH2:25][C@@H:26]1[CH2:31][CH2:30][CH2:29][CH2:28][C@H:27]1[OH:32].CCN(C(C)C)C(C)C.O. The catalyst is CN1C(=O)CCC1. The product is [OH:32][C@@H:27]1[CH2:28][CH2:29][CH2:30][CH2:31][C@H:26]1[NH:25][C:4]1[S:5][C:6]2[CH:12]=[C:11]([CH2:13][C:14]3[N:18]4[N:19]=[C:20]([C:23]#[N:24])[CH:21]=[CH:22][C:17]4=[N:16][CH:15]=3)[CH:10]=[CH:9][C:7]=2[N:8]=1. The yield is 0.300. (2) The reactants are C[O:2][C:3]([C:5]1[NH:6][C:7]2[C:12]([CH:13]=1)=[CH:11][C:10]([O:14][CH2:15][CH2:16][Cl:17])=[C:9]([O:18][CH3:19])[CH:8]=2)=[O:4].C([O-])([O-])=O.[Cs+].[Cs+].CCO. The catalyst is O. The product is [Cl:17][CH2:16][CH2:15][O:14][C:10]1[CH:11]=[C:12]2[C:7](=[CH:8][C:9]=1[O:18][CH3:19])[NH:6][C:5]([C:3]([OH:4])=[O:2])=[CH:13]2. The yield is 0.950. (3) The reactants are [NH2:1][C:2]1[CH:17]=[CH:16][C:5]([O:6][C:7]2[C:12]([NH:13][CH3:14])=[C:11](I)[N:10]=[CH:9][N:8]=2)=[CH:4][C:3]=1[Cl:18].C(N(CC)CC)C.[CH2:26]([O:29][CH:30]1[CH2:35][CH2:34][CH2:33][CH2:32][O:31]1)[C:27]#[CH:28]. The catalyst is C(#N)C.Cl[Pd](Cl)([P](C1C=CC=CC=1)(C1C=CC=CC=1)C1C=CC=CC=1)[P](C1C=CC=CC=1)(C1C=CC=CC=1)C1C=CC=CC=1.[Cu](I)I. The product is [NH2:1][C:2]1[CH:17]=[CH:16][C:5]([O:6][C:7]2[C:12]([NH:13][CH3:14])=[C:11]([C:28]#[C:27][CH2:26][O:29][CH:30]3[CH2:35][CH2:34][CH2:33][CH2:32][O:31]3)[N:10]=[CH:9][N:8]=2)=[CH:4][C:3]=1[Cl:18]. The yield is 0.680. (4) The reactants are [CH:1]1([C:4]2[CH:10]=[CH:9][CH:8]=[C:7]([CH3:11])[C:5]=2[O-:6])[CH2:3][CH2:2]1.[Na+].CS(C)=O.[OH:17][C:18]1[CH:23]=[C:22]([Cl:24])[N:21]=[N:20][C:19]=1Cl.C1(C2C=CC=C(C)C=2O)CC1. The product is [Cl:24][C:22]1[N:21]=[N:20][C:19]([O:6][C:5]2[C:7]([CH3:11])=[CH:8][CH:9]=[CH:10][C:4]=2[CH:1]2[CH2:3][CH2:2]2)=[C:18]([OH:17])[CH:23]=1. The yield is 0.879. The catalyst is C1CCCCC1.O. (5) The reactants are [H-].[Na+].[C:3]([C:7]1[CH:12]=[CH:11][C:10]([CH:13]2[CH2:15][CH:14]2[C:16]([NH:18]/[N:19]=[CH:20]/[C:21]2[CH:30]=[CH:29][CH:28]=[C:27]3[C:22]=2[CH:23]=[CH:24][N:25]=[CH:26]3)=[O:17])=[CH:9][CH:8]=1)([CH3:6])([CH3:5])[CH3:4].[CH3:31]I. The catalyst is CN(C=O)C. The product is [C:3]([C:7]1[CH:12]=[CH:11][C:10]([CH:13]2[CH2:15][CH:14]2[C:16]([N:18]([CH3:31])/[N:19]=[CH:20]/[C:21]2[CH:30]=[CH:29][CH:28]=[C:27]3[C:22]=2[CH:23]=[CH:24][N:25]=[CH:26]3)=[O:17])=[CH:9][CH:8]=1)([CH3:6])([CH3:4])[CH3:5]. The yield is 0.500. (6) The reactants are Br[C:2]1[C:6]2[CH:7]=[C:8]([F:11])[CH:9]=[CH:10][C:5]=2[S:4][CH:3]=1.[Mg].II.[C:15]([O:19][C:20]([N:22]1[CH2:26][CH2:25][C:24]([CH2:29][CH2:30][C:31]([CH3:34])([CH3:33])[CH3:32])([CH:27]=[O:28])[CH2:23]1)=[O:21])([CH3:18])([CH3:17])[CH3:16]. The catalyst is O1CCCC1. The product is [C:15]([O:19][C:20]([N:22]1[CH2:26][CH2:25][C:24]([CH2:29][CH2:30][C:31]([CH3:34])([CH3:33])[CH3:32])([CH:27]([C:2]2[C:6]3[CH:7]=[C:8]([F:11])[CH:9]=[CH:10][C:5]=3[S:4][CH:3]=2)[OH:28])[CH2:23]1)=[O:21])([CH3:18])([CH3:17])[CH3:16]. The yield is 0.210.